Dataset: Forward reaction prediction with 1.9M reactions from USPTO patents (1976-2016). Task: Predict the product of the given reaction. Given the reactants Br[C:2]1[CH:7]=[CH:6][CH:5]=[CH:4][N:3]=1.[CH2:8]([N:12]1[N:16]=[C:15]2[CH:17]=[C:18]([F:22])[C:19]([F:21])=[CH:20][C:14]2=[N:13]1)[CH2:9][C:10]#[CH:11], predict the reaction product. The product is: [F:21][C:19]1[C:18]([F:22])=[CH:17][C:15]2=[N:16][N:12]([CH2:8][CH2:9][C:10]#[C:11][C:2]3[CH:7]=[CH:6][CH:5]=[CH:4][N:3]=3)[N:13]=[C:14]2[CH:20]=1.